Dataset: Catalyst prediction with 721,799 reactions and 888 catalyst types from USPTO. Task: Predict which catalyst facilitates the given reaction. (1) Reactant: ClC(Cl)(Cl)C[O:4][C:5]([NH:7][C:8]1[N:12]([C:13]2[CH:18]=[CH:17][C:16]([CH3:19])=[CH:15][CH:14]=2)[N:11]=[C:10]([C:20]([CH3:23])([CH3:22])[CH3:21])[CH:9]=1)=O.[NH2:26][C:27]1[C:36]2[C:31](=[CH:32][CH:33]=[CH:34][CH:35]=2)[C:30]([CH:37]=[CH:38][C:39]2[CH:44]=[CH:43][N:42]=[CH:41][CH:40]=2)=[CH:29][CH:28]=1.C(N(C(C)C)CC)(C)C.CS(C)=O. Product: [C:20]([C:10]1[CH:9]=[C:8]([NH:7][C:5]([NH:26][C:27]2[C:36]3[C:31](=[CH:32][CH:33]=[CH:34][CH:35]=3)[C:30]([CH:37]=[CH:38][C:39]3[CH:40]=[CH:41][N:42]=[CH:43][CH:44]=3)=[CH:29][CH:28]=2)=[O:4])[N:12]([C:13]2[CH:18]=[CH:17][C:16]([CH3:19])=[CH:15][CH:14]=2)[N:11]=1)([CH3:23])([CH3:21])[CH3:22]. The catalyst class is: 13. (2) Reactant: [CH3:1][S:2]([C:5]1[S:9][C:8]([N:10]2[CH2:14][CH2:13][C:12]3([CH2:19][CH2:18][N:17](C(OC(C)(C)C)=O)[CH2:16][CH2:15]3)[CH2:11]2)=[N:7][N:6]=1)(=[O:4])=[O:3].[ClH:27]. Product: [ClH:27].[CH3:1][S:2]([C:5]1[S:9][C:8]([N:10]2[CH2:14][CH2:13][C:12]3([CH2:19][CH2:18][NH:17][CH2:16][CH2:15]3)[CH2:11]2)=[N:7][N:6]=1)(=[O:4])=[O:3]. The catalyst class is: 12. (3) Reactant: [OH:1][C:2]1[CH:3]=[C:4]([CH:19]=[CH:20][CH:21]=1)[CH2:5][N:6]1[CH2:11][CH2:10][N:9]([C:12]([O:14][C:15]([CH3:18])([CH3:17])[CH3:16])=[O:13])[CH2:8][CH2:7]1.[CH:22]1([CH2:28][CH2:29]O)[CH2:27][CH2:26][CH2:25][CH2:24][CH2:23]1.C1C=CC(P(C2C=CC=CC=2)C2C=CC=CC=2)=CC=1.CCOC(/N=N/C(OCC)=O)=O. Product: [CH:22]1([CH2:28][CH2:29][O:1][C:2]2[CH:3]=[C:4]([CH:19]=[CH:20][CH:21]=2)[CH2:5][N:6]2[CH2:11][CH2:10][N:9]([C:12]([O:14][C:15]([CH3:16])([CH3:17])[CH3:18])=[O:13])[CH2:8][CH2:7]2)[CH2:27][CH2:26][CH2:25][CH2:24][CH2:23]1. The catalyst class is: 1. (4) Reactant: [CH2:1]([C@@H:8]([NH:19][C:20](=[O:26])[O:21][C:22]([CH3:25])([CH3:24])[CH3:23])[CH:9]([NH:11][CH2:12][C:13]1[CH:18]=[CH:17][CH:16]=[CH:15][CH:14]=1)[CH3:10])[C:2]1[CH:7]=[CH:6][CH:5]=[CH:4][CH:3]=1.C(=O)([O-])[O-].[K+].[K+].Br[CH2:34][C:35]([O:37][CH2:38][CH3:39])=[O:36]. Product: [CH2:12]([N:11]([CH:9]([CH3:10])[C@H:8]([NH:19][C:20]([O:21][C:22]([CH3:25])([CH3:24])[CH3:23])=[O:26])[CH2:1][C:2]1[CH:3]=[CH:4][CH:5]=[CH:6][CH:7]=1)[CH2:34][C:35]([O:37][CH2:38][CH3:39])=[O:36])[C:13]1[CH:18]=[CH:17][CH:16]=[CH:15][CH:14]=1. The catalyst class is: 8. (5) Reactant: Cl[CH2:2][CH2:3][O:4][C:5]1[CH:14]=[C:13]2[C:8]([C:9]([NH:15][C:16]3[C:21]([Cl:22])=[CH:20][N:19]=[C:18]4[O:23][CH2:24][O:25][C:17]=34)=[N:10][CH:11]=[N:12]2)=[C:7]([O:26][CH:27]([CH3:29])[CH3:28])[CH:6]=1.[C:30]([N:33]1[CH2:38][CH2:37][NH:36][CH2:35][CH2:34]1)(=[O:32])[CH3:31].[I-].[K+]. Product: [C:30]([N:33]1[CH2:38][CH2:37][N:36]([CH2:2][CH2:3][O:4][C:5]2[CH:14]=[C:13]3[C:8]([C:9]([NH:15][C:16]4[C:21]([Cl:22])=[CH:20][N:19]=[C:18]5[O:23][CH2:24][O:25][C:17]=45)=[N:10][CH:11]=[N:12]3)=[C:7]([O:26][CH:27]([CH3:28])[CH3:29])[CH:6]=2)[CH2:35][CH2:34]1)(=[O:32])[CH3:31]. The catalyst class is: 44. (6) Reactant: [H-].[Al+3].[Li+].[H-].[H-].[H-].[F:7][CH:8]([CH2:14][CH:15]1[CH2:20][CH2:19][CH:18]([CH:21]2[CH2:26][CH2:25][CH:24]([CH2:27][CH2:28][CH3:29])[CH2:23][CH2:22]2)[CH2:17][CH2:16]1)[C:9](OCC)=[O:10].Cl.C(OCC)(=O)C. Product: [F:7][CH:8]([CH2:14][CH:15]1[CH2:20][CH2:19][CH:18]([CH:21]2[CH2:22][CH2:23][CH:24]([CH2:27][CH2:28][CH3:29])[CH2:25][CH2:26]2)[CH2:17][CH2:16]1)[CH2:9][OH:10]. The catalyst class is: 1. (7) Reactant: [S:1]1[CH:5]=[CH:4][CH:3]=[C:2]1[C:6](=[O:8])[CH3:7].[Cl-].[Al+3].[Cl-].[Cl-].Br[CH:14]([CH3:16])[CH3:15]. Product: [CH:14]([C:4]1[CH:3]=[C:2]([C:6](=[O:8])[CH3:7])[S:1][CH:5]=1)([CH3:16])[CH3:15]. The catalyst class is: 22.